This data is from Forward reaction prediction with 1.9M reactions from USPTO patents (1976-2016). The task is: Predict the product of the given reaction. (1) Given the reactants [CH3:1]C(C)([O-])C.[K+].[I-].C[P+](C1C=CC=CC=1)(C1C=CC=CC=1)C1C=CC=CC=1.[Cl:28][C:29]1[CH:30]=[CH:31][C:32]2[O:36][CH2:35][C:34](=O)[C:33]=2[C:38]=1[NH:39][C:40](=[O:45])[C:41]([F:44])([F:43])[F:42], predict the reaction product. The product is: [Cl:28][C:29]1[CH:30]=[CH:31][C:32]2[O:36][CH2:35][C:34](=[CH2:1])[C:33]=2[C:38]=1[NH:39][C:40](=[O:45])[C:41]([F:44])([F:43])[F:42]. (2) Given the reactants [F:1][C:2]([F:15])([F:14])[C:3]1[CH:4]=[CH:5][CH:6]=[C:7]2[C:12]=1[N:11]=[CH:10][CH:9]=[C:8]2[OH:13].C([O-])([O-])=O.[Cs+].[Cs+].Br[CH2:23][CH2:24][CH2:25][CH2:26][CH2:27][O:28][C:29]1[C:30](=[O:37])[CH:31]=[C:32]([CH2:35][OH:36])[O:33][CH:34]=1.O, predict the reaction product. The product is: [F:15][C:2]([F:1])([F:14])[C:3]1[CH:4]=[CH:5][CH:6]=[C:7]2[C:12]=1[N:11]=[CH:10][CH:9]=[C:8]2[O:13][CH2:23][CH2:24][CH2:25][CH2:26][CH2:27][O:28][C:29]1[C:30](=[O:37])[CH:31]=[C:32]([CH2:35][OH:36])[O:33][CH:34]=1. (3) The product is: [N+:1]([O-:4])([O-:3])=[O:2].[NH4+:6].[NH2:10][C:11]([NH2:13])=[O:12]. Given the reactants [N+:1]([O-:4])([O-:3])=[O:2].[NH4+].[N+:6]([O-])([O-])=O.[NH2:10][C:11]([NH2:13])=[O:12], predict the reaction product.